Dataset: Forward reaction prediction with 1.9M reactions from USPTO patents (1976-2016). Task: Predict the product of the given reaction. Given the reactants [Br:1]N1C(=O)CCC1=O.[CH3:9][C:10]1[C:11]2[N:12]([C:16]([C@@H:19]3[CH2:24][CH2:23][CH2:22][CH2:21][N:20]3[C:25]([O:27][CH2:28][C:29]3[CH:34]=[CH:33][CH:32]=[CH:31][CH:30]=3)=[O:26])=[N:17][CH:18]=2)[CH:13]=[CH:14][N:15]=1.O.C(OCC)(=O)C, predict the reaction product. The product is: [Br:1][C:18]1[N:17]=[C:16]([C@@H:19]2[CH2:24][CH2:23][CH2:22][CH2:21][N:20]2[C:25]([O:27][CH2:28][C:29]2[CH:30]=[CH:31][CH:32]=[CH:33][CH:34]=2)=[O:26])[N:12]2[CH:13]=[CH:14][N:15]=[C:10]([CH3:9])[C:11]=12.